This data is from Drug-target binding data from BindingDB using Ki measurements. The task is: Regression. Given a target protein amino acid sequence and a drug SMILES string, predict the binding affinity score between them. We predict pKi (pKi = -log10(Ki in M); higher means stronger inhibition). Dataset: bindingdb_ki. (1) The drug is Cn1cc(C(=O)OCC2CCN(CCNS(C)(=O)=O)CC2)c2ccccc21. The target protein (P01256) has sequence MGFLKFSPFLVVSILLLYQACGLQAVPLRSTLESSPGMAATLSEEEARLLLAALVQNYMQMKVRELEQEQEAEGSSVTAQKRSCNTATCVTHRLAGLLSRSGGVVKDNFVPTNVGSEAFGRRRRDLQA. The pKi is 5.0. (2) The drug is CC[C@H](C)[C@H](NC(=O)[C@H](CO)NC(=O)[C@H](CC(N)=O)NC(=O)[C@H](CC(C)C)NC(=O)[C@H](Cc1ccc(O)cc1)NC(=O)[C@H](CCCCN)NC(=O)[C@H](CCCCN)NC(=O)[C@@H](NC(=O)[C@H](C)NC(=O)[C@H](CCSC)NC(=O)[C@H](CCC(N)=O)NC(=O)[C@H](CCCCN)NC(=O)[C@H](CCCN=C(N)N)NC(=O)[C@H](CC(C)C)NC(=O)[C@H](CCCN=C(N)N)NC(=O)C(NC(=O)[C@H](Cc1ccc(O)cc1)NC(=O)[C@H](CC(N)=O)NC(=O)[C@H](CC(=O)O)NC(=O)[C@@H](NC(=O)[C@@H](Cc1ccccc1)NC(=O)[C@@H](NC(=O)[C@H](C)NC(=O)[C@H](CC(=O)O)NC(=O)[C@H](CO)NC(=O)[C@@H](N)Cc1cnc[nH]1)C(C)C)[C@@H](C)O)[C@@H](C)O)C(C)C)C(=O)N[C@@H](CC(C)C)C(=O)N[C@@H](CC(N)=O)C(N)=O. The target protein (P01283) has sequence MESRSKPQFLAILTLFSVLFSQSLAWPLYGPPSSVRLDDRLQFEGAGDPDQVSLKADSDILQNALAENDTPYYDVSRNARHADGVFTSDYSRLLGQISAKKYLESLIGKRISSSISEDPVPVKRHSDAVFTDNYTRLRKQMAVKKYLNSILNGKRSSEGDSPDFLEELEK. The pKi is 6.6. (3) The drug is CN[C@@H]1C[C@H]2O[C@@](C)([C@@H]1OC)n1c3ccccc3c3c4c(c5c6ccccc6n2c5c31)C(=O)NC4. The target protein sequence is MGNAAAAKKGSEQESVKEFLAKAKEDFLKKWENPAQNTAQLDQFERIKTLGTGSFGRVMLSKHKETGNHYAMKILDKQKVVKLKQIEHTLNVKRILQAVNFPFLVKLEFSFKENSNLYMVMEYVPGGEMFSHLRRIGRFSEPHARFYAAQIVLTFEYLHSLDLIYRDLKPENLLIDQQGYIQQTDFGFAKRVKGRTWTLCGTPEYLAPEIILSKGYNKAVDWWALGVLIYEMAADYPPFFADQPIQIYEKIVYGKVRFPSHFSSDLKDLLRNLQQVDLTKRFGNLKNGVNDIKNHKWFATTDWIAIYQRKVEAPFIPKFKGPGDTSNFDDYEEEEIRVSINEKCGKEFSEF. The pKi is 7.5.